From a dataset of Drug-target binding data from BindingDB using Ki measurements. Regression. Given a target protein amino acid sequence and a drug SMILES string, predict the binding affinity score between them. We predict pKi (pKi = -log10(Ki in M); higher means stronger inhibition). Dataset: bindingdb_ki. (1) The compound is CN1CCC[C@@H]1COc1cnc(Cl)c(OCc2ccc(Cl)nc2)c1. The target protein (P04757) has sequence MGVVLLPPPLSMLMLVLMLLPAASASEAEHRLFQYLFEDYNEIIRPVANVSHPVIIQFEVSMSQLVKVDEVNQIMETNLWLKQIWNDYKLKWKPSDYQGVEFMRVPAEKIWKPDIVLYNNADGDFQVDDKTKALLKYTGEVTWIPPAIFKSSCKIDVTYFPFDYQNCTMKFGSWSYDKAKIDLVLIGSSMNLKDYWESGEWAIIKAPGYKHEIKYNCCEEIYQDITYSLYIRRLPLFYTINLIIPCLLISFLTVLVFYLPSDCGEKVTLCISVLLSLTVFLLVITETIPSTSLVIPLIGEYLLFTMIFVTLSIVITVFVLNVHYRTPTTHTMPTWVKAVFLNLLPRVMFMTRPTSGEGDTPKTRTFYGAELSNLNCFSRADSKSCKEGYPCQDGTCGYCHHRRVKISNFSANLTRSSSSESVNAVLSLSALSPEIKEAIQSVKYIAENMKAQNVAKEIQDDWKYVAMVIDRIFLWVFILVCILGTAGLFLQPLMARDDT. The pKi is 6.5. (2) The compound is COc1ccc(CN2CCC(NC(=O)c3cccc4ccccc34)CC2)cc1. The target protein sequence is MGNRSTADADGLLAGRGPAAGASAGASAGLAGQGAAALVGGVLLIGAVLAGNSLVCVSVATERALQTPTNSFIVSLAAADLLLALLVLPLFVYSEVQGGAWLLSPRLCDALMAMDVMLCTASIFNLCAISVDRFVAVAVPLRYNRQGGSRRQLLLIGATWLLSAAVAAPVLCGLNDVRGRDPAVCRLEDRDYVVYSSVCSFFLPCPLMLLLYWATFRGLQRWEVARRAKLHGRAPRRPSGPGPPSPTPPAPRLPQDPCGPDCAPPAPGLPRGPCGPDCAPAAPGLPPDPCGPDCAPPAPGLPQDPCGPDCAPPAPGLPRGPCGPDCAPPAPGLPQDPCGPDCAPPAPGLPPDPCGSNCAPPDAVRAAALPPQTPPQTRRRRRAKITGRERKAMRVLPVVVGAFLLCWTPFFVVHITQALCPACSVPPRLVSAVTWLGYVNSALNPVIYTVFNAEFRNVFRKALRACC. The pKi is 6.7. (3) The drug is O=C(O)c1cc(Cl)cc(Cl)c1O. The target protein sequence is MDSKYQCVKLNDGHFMPVLGFGTYAPAEVPKSKALEATKLAIEAGFRHIDSAHLYNNEEQVGLAIRSKIADGSVKREDIFYTSKLWCNSHRPELVRPALERSLKNLQLDYVDLYLIHFPVSVKPGEEVIPKDENGKILFDTVDLCATWEAVEKCKDAGLAKSIGVSNFNRRQLEMILNKPGLKYKPVCNQVECHPYFNQRKLLDFCKSKDIVLVAYSALGSSREEPWVDPNSPVLLEDPVLCALAKKHKRTPALIALRYQLQRGVVVLAKSYNEQRIRQNVQVFEFQLTSEEMKAIDGLNRNVRYLTLDIFAGPPNYPFSDEY. The pKi is 7.2. (4) The small molecule is COc1ccc(C(=O)[O-])cc1N. The target protein (P9WFX4) has sequence MALSAEGSSGGSRGGSPKAEAASVPSWPQILGRLTDNRDLARGQAAWAMDQIMTGNARPAQIAAFAVAMTMKAPTADEVGELAGVMLSHAHPLPADTVPDDAVDVVGTGGDGVNTVNLSTMAAIVVAAAGVPVVKHGNRAASSLSGGADTLEALGVRIDLGPDLVARSLAEVGIGFCFAPRFHPSYRHAAAVRREIGVPTVFNLLGPLTNPARPRAGLIGCAFADLAEVMAGVFAARRSSVLVVHGDDGLDELTTTTTSTIWRVAAGSVDKLTFDPAGFGFARAQLDQLAGGDAQANAAAVRAVLGGARGPVRDAVVLNAAGAIVAHAGLSSRAEWLPAWEEGLRRASAAIDTGAAEQLLARWVRFGRQI. The pKi is 4.2. (5) The drug is COc1c(C)c2c(c(O)c1C/C=C(\C)CCC(=O)O)C(=O)OC2. The target protein sequence is MSVKWTSVILLIQLSFCFSSGNCGKVLVWAAEYSHWMNIKTILDELIQRGHEVTVLASSASILFDPNNSSALKIEIYPTSLTKTELENFIMQQIKRWSDLPKDTFWLYFSQVQEIMSIFGDITRKFCKDVVSNKKFMKKVQESRFDVIFADAIFPCSELLAELFNIPFVYSLSFSPGYTFEKHSGGFIFPPSYVPVVMSELTDQMTFMERVKNMIYVLYFDFWFEIFDMKKWDQFYSEVLGRPTTLSETMGKADVWLIRNSWNFQFPHPLLPNVDFVGGLHCKPAKPLPKEMEDFVQSSGENGVVVFSLGSMVSNMTEERANVIASALAQIPQKVLWRFDGNKPDTLGLNTRLYKWIPQNDLLGHPKTRAFITHGGANGIYEAIYHGIPMVGIPLFADQPDNIAHMKARGAAVRVDFNTMSSTDLLNALKRVINDPSYKENVMKLSRIQHDQPVKPLDRAVFWIEFVMRHKGAKHLRVAAHDLTWFQYHSLDVIGFLLVC.... The pKi is 5.7. (6) The compound is C[C@H](CCC(=N)N)C1CC[C@@]2(C)C3=C(CC[C@]12C)[C@@]1(C)CC[C@H](O)C(C)(C)C1CC3. The target protein (Q9Z2Z8) has sequence MASKSQHNASKAKNHNVKAESQGQWGRAWEVDWFSLVSVIFLLLFAPFIVYYFIMACDQYSCSLTAPILDVATGRASLADIWAKTPPVTAKAAQLYALWVSFQVLLYSWLPDFCHRFLPGYVGGVQEGAITPAGIVNKYEVNGLQAWLITHFLWFVNAYLLSWFSPTIIFDNWIPLLWCANILGYAVSTFAMIKGYLFPTSAEDCKFTGNFFYNYMMGIEFNPRIGKWFDFKLFFNGRPGIVAWTLINLSFAAKQQELYGHVTNSMILVNVLQAIYVLDFFWNETWYLKTIDICHDHFGWYLGWGDCVWLPYLYTLQGLYLVYHPVQLSTPNALGVLLLGLVGYYIFRMTNHQKDLFRRTDGHCLIWGKKPKAIECSYTSADGLKHRSKLLVSGFWGVARHFNYTGDLMGSLAYCLACGGGHLLPYFYIIYMTILLTHRCLRDEHRCANKYGRDWERYVAAVPYRLLPGIF. The pKi is 8.2.